Dataset: Reaction yield outcomes from USPTO patents with 853,638 reactions. Task: Predict the reaction yield, written as a fraction of the theoretical maximum amount of product (1.0 means a 100% yield; for example, 0.34 means a 34% yield). The reactants are [CH2:1]([N:3]([CH2:14][CH3:15])[C:4](=[O:13])[C:5]1[CH:10]=[CH:9][C:8]([I:11])=[C:7]([OH:12])[CH:6]=1)[CH3:2].C([O-])([O-])=O.[K+].[K+].FC(F)(F)S(O[CH2:28][C:29]([F:32])([F:31])[F:30])(=O)=O. The catalyst is CN(C=O)C.C(#N)C.O. The product is [CH2:14]([N:3]([CH2:1][CH3:2])[C:4](=[O:13])[C:5]1[CH:10]=[CH:9][C:8]([I:11])=[C:7]([O:12][CH2:28][C:29]([F:32])([F:31])[F:30])[CH:6]=1)[CH3:15]. The yield is 0.990.